This data is from NCI-60 drug combinations with 297,098 pairs across 59 cell lines. The task is: Regression. Given two drug SMILES strings and cell line genomic features, predict the synergy score measuring deviation from expected non-interaction effect. Drug 1: CCC1=CC2CC(C3=C(CN(C2)C1)C4=CC=CC=C4N3)(C5=C(C=C6C(=C5)C78CCN9C7C(C=CC9)(C(C(C8N6C)(C(=O)OC)O)OC(=O)C)CC)OC)C(=O)OC.C(C(C(=O)O)O)(C(=O)O)O. Drug 2: CCN(CC)CCNC(=O)C1=C(NC(=C1C)C=C2C3=C(C=CC(=C3)F)NC2=O)C. Cell line: SF-268. Synergy scores: CSS=24.8, Synergy_ZIP=3.20, Synergy_Bliss=4.25, Synergy_Loewe=-21.0, Synergy_HSA=-0.158.